From a dataset of Catalyst prediction with 721,799 reactions and 888 catalyst types from USPTO. Predict which catalyst facilitates the given reaction. (1) Reactant: Br[C:2]1[CH:7]=[CH:6][C:5]([C:8]2([C:11]#[N:12])[CH2:10][CH2:9]2)=[CH:4][C:3]=1[F:13].C([O-])(=O)C.[K+].[B:19]1([B:19]2[O:23][C:22]([CH3:25])([CH3:24])[C:21]([CH3:27])([CH3:26])[O:20]2)[O:23][C:22]([CH3:25])([CH3:24])[C:21]([CH3:27])([CH3:26])[O:20]1. Product: [F:13][C:3]1[CH:4]=[C:5]([C:8]2([C:11]#[N:12])[CH2:10][CH2:9]2)[CH:6]=[CH:7][C:2]=1[B:19]1[O:23][C:22]([CH3:25])([CH3:24])[C:21]([CH3:27])([CH3:26])[O:20]1. The catalyst class is: 18. (2) Reactant: F[C:2]1[CH:7]=[CH:6][C:5]([N+:8]([O-:10])=[O:9])=[CH:4][C:3]=1[C:11]1[CH:16]=[C:15]([N+:17]([O-:19])=[O:18])[CH:14]=[CH:13][C:12]=1F.[CH2:21]([OH:33])[CH2:22][CH2:23][CH2:24][CH2:25][CH2:26][CH2:27][CH2:28][CH2:29][CH2:30][CH2:31][CH3:32].[C:34](=[O:37])([O-])[O-].[K+].[K+]. Product: [CH2:21]([O:33][C:2]1[CH:7]=[CH:6][C:5]([N+:8]([O-:10])=[O:9])=[CH:4][C:3]=1[C:11]1[CH:16]=[C:15]([N+:17]([O-:19])=[O:18])[CH:14]=[CH:13][C:12]=1[O:37][CH2:34][CH2:16][CH2:15][CH2:14][CH2:13][CH2:12][CH2:11][CH2:3][CH2:4][CH2:5][CH2:6][CH3:7])[CH2:22][CH2:23][CH2:24][CH2:25][CH2:26][CH2:27][CH2:28][CH2:29][CH2:30][CH2:31][CH3:32]. The catalyst class is: 3. (3) Reactant: [O:1]1[CH2:3][C@H:2]1[C@@H:4]([NH:12][C:13](=[O:19])[O:14][C:15]([CH3:18])([CH3:17])[CH3:16])[CH2:5][C:6]1[CH:11]=[CH:10][CH:9]=[CH:8][CH:7]=1.C(OCC)(=O)CC(OCC)=O.[O-:31][CH2:32][CH3:33].[Na+]. Product: [O:31]=[C:32]1[O:1][C@H:2]([C@@H:4]([NH:12][C:13](=[O:19])[O:14][C:15]([CH3:18])([CH3:17])[CH3:16])[CH2:5][C:6]2[CH:7]=[CH:8][CH:9]=[CH:10][CH:11]=2)[CH2:3][CH2:33]1. The catalyst class is: 8. (4) Reactant: [CH3:1][C:2]([CH3:21])([CH3:20])[C:3]([C:5]1[N:9]([CH2:10][C:11]([OH:13])=O)[C:8]2[CH:14]=[CH:15][C:16]([O:18][CH3:19])=[CH:17][C:7]=2[N:6]=1)=[O:4].C1C=CC2N(O)N=NC=2C=1.[CH2:32]([NH:35][CH2:36][CH:37]1[CH2:39][CH2:38]1)[CH2:33][CH3:34].CCN(C(C)C)C(C)C. Product: [CH:37]1([CH2:36][N:35]([CH2:32][CH2:33][CH3:34])[C:11](=[O:13])[CH2:10][N:9]2[C:8]3[CH:14]=[CH:15][C:16]([O:18][CH3:19])=[CH:17][C:7]=3[N:6]=[C:5]2[C:3](=[O:4])[C:2]([CH3:1])([CH3:21])[CH3:20])[CH2:39][CH2:38]1. The catalyst class is: 607. (5) Reactant: C(OC([NH:8][O:9][CH2:10][C:11]([C:13]1[CH:18]=[CH:17][CH:16]=[CH:15][CH:14]=1)=[CH2:12])=O)(C)(C)C.[ClH:19]. Product: [ClH:19].[C:13]1([C:11](=[CH2:12])[CH2:10][O:9][NH2:8])[CH:18]=[CH:17][CH:16]=[CH:15][CH:14]=1. The catalyst class is: 28.